This data is from Reaction yield outcomes from USPTO patents with 853,638 reactions. The task is: Predict the reaction yield, written as a fraction of the theoretical maximum amount of product (1.0 means a 100% yield; for example, 0.34 means a 34% yield). (1) The reactants are [Si:1]([N:18]1[C@H:21]([CH2:22][OH:23])[CH2:20][C:19]1=[O:24])([C:14]([CH3:17])([CH3:16])[CH3:15])([C:8]1[CH:13]=[CH:12][CH:11]=[CH:10][CH:9]=1)[C:2]1[CH:7]=[CH:6][CH:5]=[CH:4][CH:3]=1.CC(OI1(OC(C)=O)(OC(C)=O)OC(=O)C2C=CC=CC1=2)=O.[O-]S([O-])(=S)=O.[Na+].[Na+].C([O-])(O)=O.[Na+]. The catalyst is C(Cl)Cl.CCOCC. The product is [Si:1]([N:18]1[C:19](=[O:24])[CH2:20][C@H:21]1[CH:22]=[O:23])([C:14]([CH3:17])([CH3:16])[CH3:15])([C:8]1[CH:13]=[CH:12][CH:11]=[CH:10][CH:9]=1)[C:2]1[CH:7]=[CH:6][CH:5]=[CH:4][CH:3]=1. The yield is 0.990. (2) The reactants are [CH2:1]([C:5]1([C:18](OC)=[O:19])[CH2:10][CH2:9][N:8]([C:11]([O:13][C:14]([CH3:17])([CH3:16])[CH3:15])=[O:12])[CH2:7][CH2:6]1)[CH2:2][CH:3]=[CH2:4].[H-].[H-].[H-].[H-].[Li+].[Al+3].C1COCC1.O. The catalyst is C1COCC1.[OH-].[Na+]. The product is [CH2:1]([C:5]1([CH2:18][OH:19])[CH2:6][CH2:7][N:8]([C:11]([O:13][C:14]([CH3:16])([CH3:15])[CH3:17])=[O:12])[CH2:9][CH2:10]1)[CH2:2][CH:3]=[CH2:4]. The yield is 0.860. (3) The reactants are [Cl:1][C:2]1[CH:7]=[CH:6][C:5]([NH:8][C:9]([C:11]2[CH:12]=[C:13]([CH:25]=[CH:26][CH:27]=2)[CH2:14][S:15][CH2:16][CH2:17][C:18]([O:20]C(C)(C)C)=[O:19])=[O:10])=[C:4]([C:28](=[O:45])[NH:29][C:30]2[CH:34]=[CH:33][N:32]([C:35]3[CH:40]=[CH:39][CH:38]=[C:37]([C:41]([F:44])([F:43])[F:42])[CH:36]=3)[N:31]=2)[CH:3]=1. The catalyst is ClCCl.FC(F)(F)C(O)=O. The product is [Cl:1][C:2]1[CH:7]=[CH:6][C:5]([NH:8][C:9]([C:11]2[CH:12]=[C:13]([CH:25]=[CH:26][CH:27]=2)[CH2:14][S:15][CH2:16][CH2:17][C:18]([OH:20])=[O:19])=[O:10])=[C:4]([C:28](=[O:45])[NH:29][C:30]2[CH:34]=[CH:33][N:32]([C:35]3[CH:40]=[CH:39][CH:38]=[C:37]([C:41]([F:43])([F:44])[F:42])[CH:36]=3)[N:31]=2)[CH:3]=1. The yield is 0.360. (4) The reactants are C1N=CN(C(N2C=NC=C2)=O)C=1.[CH:13]1[C:18]([C:19]2[CH:20]=[CH:21][C:22]([F:26])=[CH:23][C:24]=2[F:25])=[CH:17][C:16]([C:27]([OH:29])=[O:28])=[C:15]([OH:30])[CH:14]=1.[CH2:31](O)[CH2:32][CH3:33].O. The catalyst is CN(C=O)C. The product is [F:25][C:24]1[CH:23]=[C:22]([F:26])[CH:21]=[CH:20][C:19]=1[C:18]1[CH:13]=[CH:14][C:15]([OH:30])=[C:16]([C:27]([O:29][CH2:31][CH2:32][CH3:33])=[O:28])[CH:17]=1. The yield is 0.760. (5) The reactants are [NH2:1][C:2]1[CH:3]=[C:4]([CH:15]=[CH:16][C:17]=1[OH:18])[C:5]([NH:7][CH:8]([CH2:12][CH2:13][CH3:14])[CH2:9][CH2:10][CH3:11])=[O:6].CO[C:21](OC)(OC)[CH2:22][Cl:23]. No catalyst specified. The product is [CH2:9]([CH:8]([NH:7][C:5]([C:4]1[CH:15]=[CH:16][C:17]2[O:18][C:21]([CH2:22][Cl:23])=[N:1][C:2]=2[CH:3]=1)=[O:6])[CH2:12][CH2:13][CH3:14])[CH2:10][CH3:11]. The yield is 0.650.